Task: Predict the reactants needed to synthesize the given product.. Dataset: Full USPTO retrosynthesis dataset with 1.9M reactions from patents (1976-2016) (1) Given the product [O:19]1[CH2:18][CH:17]=[C:16]([C:2]2[CH:7]=[C:6]([N+:8]([O-:10])=[O:9])[CH:5]=[CH:4][N:3]=2)[CH2:21][CH2:20]1, predict the reactants needed to synthesize it. The reactants are: Cl[C:2]1[CH:7]=[C:6]([N+:8]([O-:10])=[O:9])[CH:5]=[CH:4][N:3]=1.C([Sn](CCCC)(CCCC)[C:16]1[CH2:17][CH2:18][O:19][CH2:20][CH:21]=1)CCC.C1(P(C2C=CC=CC=2)C2C=CC=CC=2)C=CC=CC=1.[Cl-].[Li+].C(C1C(O)=C(C(C)(C)C)C=C(C)C=1)(C)(C)C. (2) Given the product [OH:30][C:27]1[CH:28]=[CH:29][C:24](/[CH:23]=[CH:22]/[C:21](=[O:31])[CH2:20][C:19](=[O:32])/[CH:18]=[CH:17]/[C:14]2[CH:15]=[C:16]3[C:11]([CH2:10][CH2:9][NH:8]3)=[CH:12][CH:13]=2)=[CH:25][CH:26]=1, predict the reactants needed to synthesize it. The reactants are: C(OC([N:8]1[C:16]2[C:11](=[CH:12][CH:13]=[C:14](/[CH:17]=[CH:18]/[C:19](=[O:32])[CH2:20][C:21](=[O:31])/[CH:22]=[CH:23]/[C:24]3[CH:29]=[CH:28][C:27]([OH:30])=[CH:26][CH:25]=3)[CH:15]=2)[CH2:10][CH2:9]1)=O)(C)(C)C.C(OC(NC1C=CC(/C=C/C(=O)CC(=O)/C=C/C2C=CC(O)=CC=2)=CC=1)=O)(C)(C)C. (3) Given the product [Cl:1][C:2]1[CH:3]=[CH:4][C:5]2[S:9][CH:8]=[C:7]([CH2:10][CH2:11][I:33])[C:6]=2[CH:13]=1, predict the reactants needed to synthesize it. The reactants are: [Cl:1][C:2]1[CH:3]=[CH:4][C:5]2[S:9][CH:8]=[C:7]([CH2:10][CH2:11]O)[C:6]=2[CH:13]=1.C1(P(C2C=CC=CC=2)C2C=CC=CC=2)C=CC=CC=1.[I:33]I.N1C=CN=C1. (4) Given the product [Cl:22][C:18]1[CH:17]=[C:16]([CH:21]=[CH:20][CH:19]=1)[CH2:15][C:13]1[CH:14]=[C:10]([CH2:9][OH:8])[S:11][CH:12]=1, predict the reactants needed to synthesize it. The reactants are: C([Si]([O:8][CH2:9][C:10]1[S:11][CH:12]=[C:13]([CH2:15][C:16]2[CH:21]=[CH:20][CH:19]=[C:18]([Cl:22])[CH:17]=2)[CH:14]=1)(C)C)(C)(C)C. (5) The reactants are: C([O:8][C:9]1[C:10](=[O:35])[C:11]([C:28](=[O:34])[C:29]([CH3:33])([CH3:32])[CH2:30][CH3:31])=[CH:12][N:13]2[CH2:18][CH2:17][N:16]([CH2:19][C:20]3[CH:25]=[CH:24][CH:23]=[C:22]([Cl:26])[CH:21]=3)[C:15](=[O:27])[C:14]=12)C1C=CC=CC=1. Given the product [Cl:26][C:22]1[CH:21]=[C:20]([CH:25]=[CH:24][CH:23]=1)[CH2:19][N:16]1[CH2:17][CH2:18][N:13]2[CH:12]=[C:11]([C:28](=[O:34])[C:29]([CH3:32])([CH3:33])[CH2:30][CH3:31])[C:10](=[O:35])[C:9]([OH:8])=[C:14]2[C:15]1=[O:27], predict the reactants needed to synthesize it.